This data is from NCI-60 drug combinations with 297,098 pairs across 59 cell lines. The task is: Regression. Given two drug SMILES strings and cell line genomic features, predict the synergy score measuring deviation from expected non-interaction effect. (1) Drug 1: CC1=C(N=C(N=C1N)C(CC(=O)N)NCC(C(=O)N)N)C(=O)NC(C(C2=CN=CN2)OC3C(C(C(C(O3)CO)O)O)OC4C(C(C(C(O4)CO)O)OC(=O)N)O)C(=O)NC(C)C(C(C)C(=O)NC(C(C)O)C(=O)NCCC5=NC(=CS5)C6=NC(=CS6)C(=O)NCCC[S+](C)C)O. Drug 2: C1=NC2=C(N1)C(=S)N=CN2. Cell line: SNB-75. Synergy scores: CSS=22.7, Synergy_ZIP=-6.60, Synergy_Bliss=-0.525, Synergy_Loewe=-8.66, Synergy_HSA=1.29. (2) Drug 1: COC1=C(C=C2C(=C1)N=CN=C2NC3=CC(=C(C=C3)F)Cl)OCCCN4CCOCC4. Drug 2: CC1CCCC2(C(O2)CC(NC(=O)CC(C(C(=O)C(C1O)C)(C)C)O)C(=CC3=CSC(=N3)C)C)C. Cell line: MCF7. Synergy scores: CSS=16.5, Synergy_ZIP=-1.63, Synergy_Bliss=2.50, Synergy_Loewe=4.54, Synergy_HSA=4.52. (3) Drug 2: C1CC(=O)NC(=O)C1N2C(=O)C3=CC=CC=C3C2=O. Synergy scores: CSS=-7.31, Synergy_ZIP=4.11, Synergy_Bliss=1.24, Synergy_Loewe=-5.46, Synergy_HSA=-5.59. Drug 1: CC1=C(C(CCC1)(C)C)C=CC(=CC=CC(=CC(=O)O)C)C. Cell line: 786-0. (4) Drug 1: CC1=C(C=C(C=C1)NC2=NC=CC(=N2)N(C)C3=CC4=NN(C(=C4C=C3)C)C)S(=O)(=O)N.Cl. Drug 2: CS(=O)(=O)C1=CC(=C(C=C1)C(=O)NC2=CC(=C(C=C2)Cl)C3=CC=CC=N3)Cl. Cell line: SK-MEL-2. Synergy scores: CSS=9.25, Synergy_ZIP=3.31, Synergy_Bliss=7.77, Synergy_Loewe=1.72, Synergy_HSA=2.55. (5) Drug 1: C1=NC2=C(N=C(N=C2N1C3C(C(C(O3)CO)O)O)F)N. Drug 2: C1CN(CCN1C(=O)CCBr)C(=O)CCBr. Cell line: OVCAR-5. Synergy scores: CSS=4.97, Synergy_ZIP=-1.99, Synergy_Bliss=-0.255, Synergy_Loewe=-4.20, Synergy_HSA=-3.59. (6) Drug 1: CC1C(C(CC(O1)OC2CC(CC3=C2C(=C4C(=C3O)C(=O)C5=C(C4=O)C(=CC=C5)OC)O)(C(=O)C)O)N)O.Cl. Drug 2: CN1C(=O)N2C=NC(=C2N=N1)C(=O)N. Cell line: UACC-257. Synergy scores: CSS=8.23, Synergy_ZIP=2.02, Synergy_Bliss=8.38, Synergy_Loewe=-4.66, Synergy_HSA=3.43. (7) Drug 1: CC12CCC3C(C1CCC2OP(=O)(O)O)CCC4=C3C=CC(=C4)OC(=O)N(CCCl)CCCl.[Na+]. Drug 2: CC1C(C(CC(O1)OC2CC(CC3=C2C(=C4C(=C3O)C(=O)C5=CC=CC=C5C4=O)O)(C(=O)C)O)N)O. Cell line: HCT-15. Synergy scores: CSS=44.1, Synergy_ZIP=-0.445, Synergy_Bliss=3.64, Synergy_Loewe=-12.9, Synergy_HSA=5.38. (8) Drug 1: CC12CCC(CC1=CCC3C2CCC4(C3CC=C4C5=CN=CC=C5)C)O. Drug 2: C1=CC(=CC=C1CCC2=CNC3=C2C(=O)NC(=N3)N)C(=O)NC(CCC(=O)O)C(=O)O. Cell line: UACC62. Synergy scores: CSS=6.92, Synergy_ZIP=-5.20, Synergy_Bliss=-3.12, Synergy_Loewe=-5.40, Synergy_HSA=-1.66.